From a dataset of Full USPTO retrosynthesis dataset with 1.9M reactions from patents (1976-2016). Predict the reactants needed to synthesize the given product. (1) Given the product [C:6]([O:14][CH2:15][CH:16]1[CH:20]2[CH2:21][CH2:22][CH:17]1[N:18]([CH3:3])[CH2:19]2)(=[O:13])[C:7]1[CH:8]=[CH:9][CH:10]=[CH:11][CH:12]=1, predict the reactants needed to synthesize it. The reactants are: C=O.[CH:3](O)=O.[C:6]([O:14][CH2:15][CH:16]1[CH:20]2[CH2:21][CH2:22][CH:17]1[NH:18][CH2:19]2)(=[O:13])[C:7]1[CH:12]=[CH:11][CH:10]=[CH:9][CH:8]=1. (2) Given the product [CH2:27]([C:9]1[C:10]([C:23]([F:26])([F:25])[F:24])=[N:11][N:12]([C:13]2[CH:14]=[CH:15][C:16]([S:19]([NH2:22])(=[O:21])=[O:20])=[N:17][CH:18]=2)[C:8]=1[C:5]1[CH:6]=[CH:7][C:2]([C:35]2[N:36]=[CH:37][S:38][CH:39]=2)=[C:3]([F:29])[CH:4]=1)[CH3:28], predict the reactants needed to synthesize it. The reactants are: Br[C:2]1[CH:7]=[CH:6][C:5]([C:8]2[N:12]([C:13]3[CH:14]=[CH:15][C:16]([S:19]([NH2:22])(=[O:21])=[O:20])=[N:17][CH:18]=3)[N:11]=[C:10]([C:23]([F:26])([F:25])[F:24])[C:9]=2[CH2:27][CH3:28])=[CH:4][C:3]=1[F:29].C([Sn](CCCC)(CCCC)[C:35]1[N:36]=[CH:37][S:38][CH:39]=1)CCC.[Cl-].[Li+]. (3) Given the product [NH2:1][C:2]1[C:11]2[CH:10]=[CH:9][C:8]([F:12])=[C:7]([C:23]3[CH:24]=[N:25][CH:26]=[CH:27][C:22]=3[O:21][CH3:20])[C:6]=2[N:5]=[C:4]2[CH2:14][N:15]([CH2:18][CH3:19])[C:16](=[O:17])[C:3]=12, predict the reactants needed to synthesize it. The reactants are: [NH2:1][C:2]1[C:11]2[CH:10]=[CH:9][C:8]([F:12])=[C:7](I)[C:6]=2[N:5]=[C:4]2[CH2:14][N:15]([CH2:18][CH3:19])[C:16](=[O:17])[C:3]=12.[CH3:20][O:21][C:22]1[CH:27]=[CH:26][N:25]=[CH:24][C:23]=1B(O)O.